From a dataset of Reaction yield outcomes from USPTO patents with 853,638 reactions. Predict the reaction yield, written as a fraction of the theoretical maximum amount of product (1.0 means a 100% yield; for example, 0.34 means a 34% yield). (1) The reactants are O.[NH2:2][NH2:3].[CH:4]([C:6]1[C:10]([CH3:11])=[C:9]([CH3:12])[N:8]([CH2:13][C@H:14]2[CH2:16][C@@H:15]2[CH3:17])[C:7]=1[C:18]([O:20]C)=O)=O.O. The catalyst is C(O)(=O)C. The product is [CH3:12][C:9]1[N:8]([CH2:13][C@H:14]2[CH2:16][C@@H:15]2[CH3:17])[C:7]2[C:18](=[O:20])[NH:2][N:3]=[CH:4][C:6]=2[C:10]=1[CH3:11]. The yield is 0.950. (2) The reactants are [N+:1]([C:4]1[C:5](O)=[N:6][CH:7]=[N:8][CH:9]=1)([O-:3])=[O:2].P(Cl)(Cl)([Cl:13])=O. The catalyst is C(#N)C.C(OCC)(=O)C. The product is [Cl:13][C:5]1[C:4]([N+:1]([O-:3])=[O:2])=[CH:9][N:8]=[CH:7][N:6]=1. The yield is 0.330. (3) The reactants are Br[C:2]1[CH:3]=[C:4]([CH:8]([NH:12][C:13]([C:15]2[CH:16]=[N:17][N:18]([C:21]3[CH:26]=[CH:25][C:24]([Cl:27])=[CH:23][CH:22]=3)[C:19]=2[CH3:20])=[O:14])[CH2:9][CH2:10][CH3:11])[CH:5]=[N:6][CH:7]=1.[CH3:28][O:29][C:30](=[O:36])[CH2:31][CH2:32][S:33]([O-:35])=[O:34].[Na+].[Cl-].[NH4+].[Na].C(=O)(O)[O-].[Na+]. The catalyst is CS(C)=O.[Cu]I. The product is [N:6]1[CH:7]=[CH:2][CH:3]=[C:4]([CH:8]([NH:12][C:13]([C:15]2[CH:16]=[N:17][N:18]([C:21]3[CH:22]=[CH:23][C:24]([Cl:27])=[CH:25][CH:26]=3)[C:19]=2[CH3:20])=[O:14])[CH2:9][CH2:10][CH3:11])[CH:5]=1.[CH3:28][O:29][C:30](=[O:36])[CH2:31][CH2:32][S:33]([C:2]1[CH:7]=[N:6][CH:5]=[C:4]([CH:8]([NH:12][C:13]([C:15]2[CH:16]=[N:17][N:18]([C:21]3[CH:26]=[CH:25][C:24]([Cl:27])=[CH:23][CH:22]=3)[C:19]=2[CH3:20])=[O:14])[CH2:9][CH2:10][CH3:11])[CH:3]=1)(=[O:35])=[O:34]. The yield is 0.160. (4) The reactants are [N:1]1([CH2:7][CH2:8][CH2:9][O:10][C:11]2[CH:18]=[CH:17][C:14]([CH:15]=O)=[CH:13][CH:12]=2)[CH2:6][CH2:5][CH2:4][CH2:3][CH2:2]1.[NH:19]1[CH2:24][CH2:23][CH:22]([NH:25][C:26]2[CH:31]=[CH:30][CH:29]=[CH:28][N:27]=2)[CH2:21][CH2:20]1.C(O[BH-](OC(=O)C)OC(=O)C)(=O)C.[Na+].[OH-].[Na+].[CH2:48]([Cl:50])[Cl:49]. The catalyst is C(O)(=O)C. The product is [NH3:1].[CH2:48]([Cl:50])[Cl:49].[N:1]1([CH2:7][CH2:8][CH2:9][O:10][C:11]2[CH:18]=[CH:17][C:14]([CH2:15][N:19]3[CH2:24][CH2:23][CH:22]([NH:25][C:26]4[CH:31]=[CH:30][CH:29]=[CH:28][N:27]=4)[CH2:21][CH2:20]3)=[CH:13][CH:12]=2)[CH2:6][CH2:5][CH2:4][CH2:3][CH2:2]1. The yield is 0.0300. (5) The reactants are [Br:1][C:2]1[CH:3]=[C:4]([CH:8]=[C:9](O)[CH:10]=1)[C:5]([OH:7])=[O:6].[C:12]([O-])([O-])=O.[Cs+].[Cs+].CI.O.CN([CH:24]=[O:25])C. No catalyst specified. The product is [Br:1][C:2]1[CH:3]=[C:4]([CH:8]=[C:9]([O:25][CH3:24])[CH:10]=1)[C:5]([O:7][CH3:12])=[O:6]. The yield is 0.880.